From a dataset of Full USPTO retrosynthesis dataset with 1.9M reactions from patents (1976-2016). Predict the reactants needed to synthesize the given product. (1) Given the product [CH3:21][N:22]1[CH2:27][CH2:26][N:25]([CH2:14][C:6]2[CH:7]=[C:8]([C:10]([F:13])([F:12])[F:11])[CH:9]=[C:4]([N+:1]([O-:3])=[O:2])[CH:5]=2)[CH2:24][CH2:23]1, predict the reactants needed to synthesize it. The reactants are: [N+:1]([C:4]1[CH:5]=[C:6]([CH2:14]O)[CH:7]=[C:8]([C:10]([F:13])([F:12])[F:11])[CH:9]=1)([O-:3])=[O:2].CS(Cl)(=O)=O.[CH3:21][N:22]1[CH2:27][CH2:26][NH:25][CH2:24][CH2:23]1. (2) The reactants are: [OH-].[Na+].C[O:4][C:5]([C@@H:7]1[CH2:12][O:11][CH2:10][CH2:9][N:8]1[C:13]([C:15]1[CH:19]=[C:18]([C:20]2[CH:25]=[CH:24][CH:23]=[CH:22][N:21]=2)[N:17]([C:26]2[CH:27]=[N:28][C:29]([O:32][CH3:33])=[CH:30][CH:31]=2)[N:16]=1)=[O:14])=[O:6]. Given the product [CH3:33][O:32][C:29]1[N:28]=[CH:27][C:26]([N:17]2[C:18]([C:20]3[CH:25]=[CH:24][CH:23]=[CH:22][N:21]=3)=[CH:19][C:15]([C:13]([N:8]3[CH2:9][CH2:10][O:11][CH2:12][C@H:7]3[C:5]([OH:6])=[O:4])=[O:14])=[N:16]2)=[CH:31][CH:30]=1, predict the reactants needed to synthesize it. (3) Given the product [OH:57][C@:56]([C:2]1[CH:7]=[CH:6][CH:5]=[CH:4][C:3]=1[O:8][Si:9]([C:12]([CH3:15])([CH3:14])[CH3:13])([CH3:11])[CH3:10])([C@@H:58]1[CH2:63][CH2:62][CH2:61][N:60]([C:64]([O:66][C:67]([CH3:68])([CH3:69])[CH3:70])=[O:65])[CH2:59]1)[CH2:51][CH2:52][CH2:53][CH2:54][O:22][CH3:21].[OH:79][C@:78]([C:73]1[CH:74]=[CH:75][CH:76]=[CH:77][C:72]=1[OH:71])([C@@H:80]1[CH2:85][CH2:84][CH2:83][N:82]([C:86]([O:88][C:89]([CH3:92])([CH3:91])[CH3:90])=[O:87])[CH2:81]1)[CH2:30][CH2:31][CH2:26][CH2:24][O:25][CH3:16], predict the reactants needed to synthesize it. The reactants are: Br[C:2]1[CH:7]=[CH:6][CH:5]=[CH:4][C:3]=1[O:8][Si:9]([C:12]([CH3:15])([CH3:14])[CH3:13])([CH3:11])[CH3:10].[C:16]([Li])(C)(C)C.[CH3:21][O:22]N(C)[C:24]([C@@H:26]1[CH2:31][CH2:30]CN(C(OC(C)(C)C)=O)C1)=[O:25].[Cl-].[NH4+].O(C1C=[CH:54][CH:53]=[CH:52][C:51]=1[C:56]([C@@H:58]1[CH2:63][CH2:62][CH2:61][N:60]([C:64]([O:66][C:67]([CH3:70])([CH3:69])[CH3:68])=[O:65])[CH2:59]1)=[O:57])[Si](C(C)(C)C)(C)C.[OH:71][C:72]1[CH:77]=[CH:76][CH:75]=[CH:74][C:73]=1[C:78]([C@@H:80]1[CH2:85][CH2:84][CH2:83][N:82]([C:86]([O:88][C:89]([CH3:92])([CH3:91])[CH3:90])=[O:87])[CH2:81]1)=[O:79].[Cl-]. (4) The reactants are: [H-].[Al+3].[Li+].[H-].[H-].[H-].[C:7]1([S:13][CH2:14][C:15]2[CH:23]=[CH:22][C:18]([C:19](O)=[O:20])=[CH:17][CH:16]=2)[CH:12]=[CH:11][CH:10]=[CH:9][CH:8]=1.O. Given the product [C:7]1([S:13][CH2:14][C:15]2[CH:16]=[CH:17][C:18]([CH2:19][OH:20])=[CH:22][CH:23]=2)[CH:8]=[CH:9][CH:10]=[CH:11][CH:12]=1, predict the reactants needed to synthesize it. (5) The reactants are: [OH:1][CH:2]([CH2:6][CH2:7][S:8][CH3:9])[C:3]([OH:5])=[O:4].C.[CH2:11](O)[CH2:12][CH2:13][CH2:14][CH2:15][CH2:16][CH2:17][CH2:18][CH2:19][CH2:20][CH2:21][CH2:22][CH2:23][CH2:24][CH2:25][CH2:26][CH2:27][CH3:28].S([O-])(O)(=O)=O.[Na+]. Given the product [OH:1][CH:2]([CH2:6][CH2:7][S:8][CH3:9])[C:3]([O:5][CH2:28][CH2:27][CH2:26][CH2:25][CH2:24][CH2:23][CH2:22][CH2:21][CH2:20][CH2:19][CH2:18][CH2:17][CH2:16][CH2:15][CH2:14][CH2:13][CH2:12][CH3:11])=[O:4], predict the reactants needed to synthesize it. (6) Given the product [CH3:21][O:24][CH2:18][CH2:17][CH:16]([OH:9])[CH:15]([CH3:19])[CH3:14], predict the reactants needed to synthesize it. The reactants are: [CH3:19][C:15]1[CH:14]=C[C:18](S([O-])(=[O:9])=[O:9])=[CH:17][CH:16]=1.C[N+]1[CH:18]=[CH:17][CH:16]=[C:15]([CH3:19])[C:14]=1F.[C:21]([OH:24])(=S)C. (7) The reactants are: [CH2:1]1[C:4]2([CH2:8][CH:7]([C:9]([O:11][CH3:12])=[O:10])[CH2:6][S:5]2)[CH2:3][NH:2]1.[C:13](O[C:13]([O:15][C:16]([CH3:19])([CH3:18])[CH3:17])=[O:14])([O:15][C:16]([CH3:19])([CH3:18])[CH3:17])=[O:14].CCN(CC)CC. Given the product [CH2:3]1[C:4]2([CH2:8][CH:7]([C:9]([O:11][CH3:12])=[O:10])[CH2:6][S:5]2)[CH2:1][N:2]1[C:13]([O:15][C:16]([CH3:19])([CH3:18])[CH3:17])=[O:14], predict the reactants needed to synthesize it. (8) The reactants are: [H-].[Al+3].[Li+].[H-].[H-].[H-].[C:7]([NH:10][CH2:11][CH2:12][N:13]([CH2:26][CH2:27][C:28]12[CH2:37][CH:32]3[CH2:33][CH:34]([CH2:36][CH:30]([CH2:31]3)[CH2:29]1)[CH2:35]2)[C:14]([NH:16][CH2:17][CH2:18][CH2:19][C:20]1[CH:25]=[CH:24][N:23]=[CH:22][CH:21]=1)=[O:15])(=O)[CH3:8].C(OCC)(=O)C.[OH-].[Na+]. Given the product [C:28]12([CH2:27][CH2:26][N:13]([CH2:12][CH2:11][NH:10][CH2:7][CH3:8])[C:14]([NH:16][CH2:17][CH2:18][CH2:19][C:20]3[CH:25]=[CH:24][N:23]=[CH:22][CH:21]=3)=[O:15])[CH2:35][CH:34]3[CH2:33][CH:32]([CH2:31][CH:30]([CH2:36]3)[CH2:29]1)[CH2:37]2, predict the reactants needed to synthesize it. (9) Given the product [Br:15][CH2:11][C:7]1[C:8]([F:10])=[CH:9][C:4]([O:3][CH:2]([F:14])[F:1])=[CH:5][C:6]=1[F:13], predict the reactants needed to synthesize it. The reactants are: [F:1][CH:2]([F:14])[O:3][C:4]1[CH:9]=[C:8]([F:10])[C:7]([CH2:11]O)=[C:6]([F:13])[CH:5]=1.[BrH:15].